Dataset: Catalyst prediction with 721,799 reactions and 888 catalyst types from USPTO. Task: Predict which catalyst facilitates the given reaction. (1) Reactant: [CH2:1]([CH:8]([NH:19][C:20]([C:22]1([NH:27][C:28]([C:30]2[S:34][C:33]3[CH:35]=[C:36]([CH3:39])[CH:37]=[CH:38][C:32]=3[CH:31]=2)=[O:29])[CH2:26][CH2:25][CH2:24][CH2:23]1)=[O:21])[CH2:9][O:10][CH2:11][CH2:12][CH:13]1[CH2:18][CH2:17][NH:16][CH2:15][CH2:14]1)[C:2]1[CH:7]=[CH:6][CH:5]=[CH:4][CH:3]=1.C(O[BH-](O[C:50](=[O:52])[CH3:51])OC(=O)C)(=O)C.[Na+]. Product: [CH2:1]([CH:8]([NH:19][C:20]([C:22]1([NH:27][C:28]([C:30]2[S:34][C:33]3[CH:35]=[C:36]([CH3:39])[CH:37]=[CH:38][C:32]=3[CH:31]=2)=[O:29])[CH2:23][CH2:24][CH2:25][CH2:26]1)=[O:21])[CH2:9][O:10][CH2:11][CH2:12][CH:13]1[CH2:18][CH2:17][N:16]([CH2:8][CH:1]2[CH2:51][CH2:50][O:52][CH2:3][CH2:2]2)[CH2:15][CH2:14]1)[C:2]1[CH:3]=[CH:4][CH:5]=[CH:6][CH:7]=1. The catalyst class is: 2. (2) Reactant: [CH2:1]([O:3][C:4](=[O:19])[C:5]1[CH:10]=[CH:9][C:8]([CH:11]([NH2:18])[CH:12]2[CH2:15][C:14]([CH3:17])([CH3:16])[CH2:13]2)=[CH:7][CH:6]=1)[CH3:2].[CH3:20][C:21]1[CH:22]=[N+:23]([O-])[C:24]2[C:29]([CH:30]=1)=[CH:28][CH:27]=[CH:26][CH:25]=2.C(N(C(C)C)CC)(C)C.F[P-](F)(F)(F)(F)F.Br[P+](N1CCCC1)(N1CCCC1)N1CCCC1. Product: [CH2:1]([O:3][C:4](=[O:19])[C:5]1[CH:10]=[CH:9][C:8]([CH:11]([CH:12]2[CH2:13][C:14]([CH3:16])([CH3:17])[CH2:15]2)[NH:18][C:22]2[C:21]([CH3:20])=[CH:30][C:29]3[C:24](=[CH:25][CH:26]=[CH:27][CH:28]=3)[N:23]=2)=[CH:7][CH:6]=1)[CH3:2]. The catalyst class is: 4. (3) Product: [Br:1][C:2]1[C:3]([CH3:13])=[C:4]([Cl:14])[C:5]([OH:12])=[C:6]([CH:11]=1)[C:7]([O:9][CH3:10])=[O:8]. The catalyst class is: 3. Reactant: [Br:1][C:2]1[C:3]([CH3:13])=[CH:4][C:5]([OH:12])=[C:6]([CH:11]=1)[C:7]([O:9][CH3:10])=[O:8].[Cl:14]N1C(=O)CCC1=O.O.